This data is from Full USPTO retrosynthesis dataset with 1.9M reactions from patents (1976-2016). The task is: Predict the reactants needed to synthesize the given product. (1) Given the product [CH3:35][O:36][C:2]1[C:11]2[C:6](=[CH:7][CH:8]=[C:9]([S:12][C:13]3[N:17]4[CH:18]=[C:19]([C:23]5[CH:24]=[N:25][N:26]([CH3:28])[CH:27]=5)[CH:20]=[C:21]([O:39][CH3:38])[C:16]4=[N:15][N:14]=3)[CH:10]=2)[N:5]=[CH:4][C:3]=1[C:29]1[CH:30]=[N:31][N:32]([CH3:34])[CH:33]=1, predict the reactants needed to synthesize it. The reactants are: Cl[C:2]1[C:11]2[C:6](=[CH:7][CH:8]=[C:9]([S:12][C:13]3[N:17]4[CH:18]=[C:19]([C:23]5[CH:24]=[N:25][N:26]([CH3:28])[CH:27]=5)[CH:20]=[C:21](F)[C:16]4=[N:15][N:14]=3)[CH:10]=2)[N:5]=[CH:4][C:3]=1[C:29]1[CH:30]=[N:31][N:32]([CH3:34])[CH:33]=1.[CH3:35][O-:36].[Na+].[CH3:38][OH:39]. (2) Given the product [NH2:1][C:4]1[CH:5]=[N:6][N:7]([C:9]2([CH2:12][OH:13])[CH2:10][CH2:11]2)[CH:8]=1, predict the reactants needed to synthesize it. The reactants are: [N+:1]([C:4]1[CH:5]=[N:6][N:7]([C:9]2([CH2:12][OH:13])[CH2:11][CH2:10]2)[CH:8]=1)([O-])=O.